From a dataset of Full USPTO retrosynthesis dataset with 1.9M reactions from patents (1976-2016). Predict the reactants needed to synthesize the given product. (1) The reactants are: [CH3:1][S:2][C:3]1[CH:8]=[CH:7][C:6]([N:9]([CH2:14][C:15]([O:17]C(C)(C)C)=[O:16])[S:10]([CH3:13])(=[O:12])=[O:11])=[CH:5][CH:4]=1. Given the product [CH3:1][S:2][C:3]1[CH:8]=[CH:7][C:6]([N:9]([CH2:14][C:15]([OH:17])=[O:16])[S:10]([CH3:13])(=[O:12])=[O:11])=[CH:5][CH:4]=1, predict the reactants needed to synthesize it. (2) Given the product [C:21]([C:2]1[CH:3]=[CH:4][C:5]2[C:10](=[CH:9][CH:8]=[CH:7][CH:6]=2)[N:1]=1)#[N:22], predict the reactants needed to synthesize it. The reactants are: [N+:1]1([O-])[C:10]2[C:5](=[CH:6][CH:7]=[CH:8][CH:9]=2)[CH:4]=[CH:3][CH:2]=1.C(Cl)(=O)C1C=CC=CC=1.[C-:21]#[N:22].[K+].O1CCOCC1. (3) Given the product [NH2:8][C@H:9]1[C@@H:13]([CH2:14][F:15])[CH2:12][N:11]([C:16]([O:18][CH2:19][C:20]2[CH:25]=[CH:24][CH:23]=[CH:22][CH:21]=2)=[O:17])[CH2:10]1, predict the reactants needed to synthesize it. The reactants are: C(OC([NH:8][C@H:9]1[C@@H:13]([CH2:14][F:15])[CH2:12][N:11]([C:16]([O:18][CH2:19][C:20]2[CH:25]=[CH:24][CH:23]=[CH:22][CH:21]=2)=[O:17])[CH2:10]1)=O)(C)(C)C.C(O)(C(F)(F)F)=O. (4) Given the product [N+:10]([C:13]1[CH:14]=[C:15]([N:16]2[C:5](=[O:6])[CH2:4][CH:2]([C:1]([OH:9])=[O:8])[CH2:3]2)[CH:17]=[CH:18][CH:19]=1)([O-:12])=[O:11], predict the reactants needed to synthesize it. The reactants are: [C:1]([OH:9])(=[O:8])[C:2]([CH2:4][C:5](O)=[O:6])=[CH2:3].[N+:10]([C:13]1[CH:14]=[C:15]([CH:17]=[CH:18][CH:19]=1)[NH2:16])([O-:12])=[O:11]. (5) Given the product [CH3:22][CH:12]1[N:11]([S:8]([C:4]2[CH:3]=[C:2]([N:1]3[C:28](=[O:29])[C:27]4[C:26](=[CH:35][CH:34]=[CH:33][CH:32]=4)[NH:23][C:24]3=[O:25])[CH:7]=[CH:6][CH:5]=2)(=[O:10])=[O:9])[C:16]2[CH:17]=[CH:18][CH:19]=[CH:20][C:15]=2[O:14][C:13]1=[O:21], predict the reactants needed to synthesize it. The reactants are: [NH2:1][C:2]1[CH:3]=[C:4]([S:8]([N:11]2[C:16]3[CH:17]=[CH:18][CH:19]=[CH:20][C:15]=3[O:14][C:13](=[O:21])[CH:12]2[CH3:22])(=[O:10])=[O:9])[CH:5]=[CH:6][CH:7]=1.[N:23]([C:26]1[CH:35]=[CH:34][CH:33]=[CH:32][C:27]=1[C:28](OC)=[O:29])=[C:24]=[O:25].C(O)C(N)(CO)CO.